Dataset: CYP3A4 inhibition data for predicting drug metabolism from PubChem BioAssay. Task: Regression/Classification. Given a drug SMILES string, predict its absorption, distribution, metabolism, or excretion properties. Task type varies by dataset: regression for continuous measurements (e.g., permeability, clearance, half-life) or binary classification for categorical outcomes (e.g., BBB penetration, CYP inhibition). Dataset: cyp3a4_veith. (1) The compound is CCCCCCCCCCCCCCCCCCNC(=O)OC[C@@H](COP(=O)([O-])OCC[n+]1ccsc1)OC. The result is 0 (non-inhibitor). (2) The compound is COc1ccccc1CNc1cc(-c2cccc(NS(C)(=O)=O)c2)ncn1. The result is 1 (inhibitor).